Dataset: Reaction yield outcomes from USPTO patents with 853,638 reactions. Task: Predict the reaction yield, written as a fraction of the theoretical maximum amount of product (1.0 means a 100% yield; for example, 0.34 means a 34% yield). (1) The reactants are C([O:3][C:4](=[O:25])[CH2:5][CH:6]1[O:10][B:9]([OH:11])[C:8]2[CH:12]=[C:13]([O:17][C:18]3[N:19]=[N:20][C:21]([Cl:24])=[CH:22][CH:23]=3)[CH:14]=[C:15]([CH3:16])[C:7]1=2)C.[Li+].[OH-].Cl. The catalyst is C1COCC1.O.O. The product is [Cl:24][C:21]1[N:20]=[N:19][C:18]([O:17][C:13]2[CH:14]=[C:15]([CH3:16])[C:7]3[CH:6]([CH2:5][C:4]([OH:25])=[O:3])[O:10][B:9]([OH:11])[C:8]=3[CH:12]=2)=[CH:23][CH:22]=1. The yield is 0.540. (2) The reactants are [CH2:1]1[C:5]2=[C:6]([CH:13]=O)[C:7]3[CH:8]=[CH:9][CH:10]=[CH:11][C:12]=3[N:4]2[CH2:3][CH2:2]1.[CH3:15][N:16]1C2C(=CC=CC=2)C(C)=C1C=O. No catalyst specified. The product is [CH3:15][NH:16][CH2:13][C:6]1[C:7]2[CH:8]=[CH:9][CH:10]=[CH:11][C:12]=2[N:4]2[CH2:3][CH2:2][CH2:1][C:5]=12. The yield is 0.540. (3) The reactants are CO.[NH2:3][C:4]1[N:9]=[C:8]([NH:10][C:11]2[CH:16]=[CH:15][C:14]([C:17]#[N:18])=[CH:13][CH:12]=2)[N:7]=[C:6]([CH2:19][C:20]2[C:28]([Cl:29])=[CH:27][CH:26]=[C:25]3[C:21]=2[CH:22]=[CH:23][N:24]3S(C2C=CC(C)=CC=2)(=O)=O)[N:5]=1.C([O-])([O-])=O.[K+].[K+]. The catalyst is O. The product is [NH2:3][C:4]1[N:5]=[C:6]([CH2:19][C:20]2[C:28]([Cl:29])=[CH:27][CH:26]=[C:25]3[C:21]=2[CH:22]=[CH:23][NH:24]3)[N:7]=[C:8]([NH:10][C:11]2[CH:16]=[CH:15][C:14]([C:17]#[N:18])=[CH:13][CH:12]=2)[N:9]=1. The yield is 0.450. (4) The reactants are O[NH:2][C:3]([C:5]1[C:6]2[CH:13]=[C:12]([C:14]([F:17])([F:16])[F:15])[NH:11][C:7]=2[N:8]=[CH:9][CH:10]=1)=[NH:4].[C:18]([O:21]C(=O)C)(=[O:20])[CH3:19]. The catalyst is CO.[Pd]. The product is [C:18]([OH:21])(=[O:20])[CH3:19].[F:17][C:14]([F:15])([F:16])[C:12]1[NH:11][C:7]2[N:8]=[CH:9][CH:10]=[C:5]([C:3]([NH2:4])=[NH:2])[C:6]=2[CH:13]=1. The yield is 1.00.